Task: Binary Classification. Given a miRNA mature sequence and a target amino acid sequence, predict their likelihood of interaction.. Dataset: Experimentally validated miRNA-target interactions with 360,000+ pairs, plus equal number of negative samples The miRNA is mmu-let-7b-5p with sequence UGAGGUAGUAGGUUGUGUGGUU. The protein sequence of the target gene is MAPLALMGVVLLLGVPHCLGEATPTPSLPPPTANDSDASPEGCQGSYRCQPGVLLPVWEPEDPSLGDKVARAVVYFVAMVYMFLGVSIIADRFMASIEVITSKEKEITITKANGETSVGTVRIWNETVSNLTLMALGSSAPEILLTVIEVCGHNFQAGELGPGTIVGSAAFNMFVVIAVCVYVIPAGESRKIKHLRVFFVTASWSIFAYVWLYLILAVFSPGVVQVWEALLTLIFFPVCVVFAWMADKRLLFYKYVYKRYRTDPRSGIIIGAEGDPPKSIELDGTFVGTEVPGELGALGT.... Result: 1 (interaction).